Dataset: Reaction yield outcomes from USPTO patents with 853,638 reactions. Task: Predict the reaction yield, written as a fraction of the theoretical maximum amount of product (1.0 means a 100% yield; for example, 0.34 means a 34% yield). The catalyst is C(O)C.C1(C)C=CC=CC=1.CCCCCC. The yield is 0.342. The product is [F:44][C:45]1[CH:46]=[CH:47][C:48]([CH2:51][C:52]([NH:54][C:55](=[S:56])[NH:1][C:2]2[CH:28]=[CH:27][C:5]([O:6][C:7]3[CH:12]=[CH:11][N:10]=[C:9]([NH:13][C:14]([N:16]4[CH2:17][CH2:18][CH:19]([CH2:22][N:23]5[CH2:26][CH2:25][CH2:24]5)[CH2:20][CH2:21]4)=[O:15])[CH:8]=3)=[CH:4][CH:3]=2)=[O:53])=[CH:49][CH:50]=1. The reactants are [NH2:1][C:2]1[CH:28]=[CH:27][C:5]([O:6][C:7]2[CH:12]=[CH:11][N:10]=[C:9]([NH:13][C:14]([N:16]3[CH2:21][CH2:20][CH:19]([CH2:22][N:23]4[CH2:26][CH2:25][CH2:24]4)[CH2:18][CH2:17]3)=[O:15])[CH:8]=2)=[CH:4][CH:3]=1.[C@]12(CS(O)(=O)=O)C(C)(C)C(CC1)CC2=O.[F:44][C:45]1[CH:50]=[CH:49][C:48]([CH2:51][C:52]([N:54]=[C:55]=[S:56])=[O:53])=[CH:47][CH:46]=1.C(OCC)C.